Dataset: Reaction yield outcomes from USPTO patents with 853,638 reactions. Task: Predict the reaction yield, written as a fraction of the theoretical maximum amount of product (1.0 means a 100% yield; for example, 0.34 means a 34% yield). The reactants are [CH3:1][O:2][C:3]1[CH:8]=[CH:7][C:6]([C:9]2([C:12]([OH:14])=[O:13])[CH2:11][CH2:10]2)=[CH:5][CH:4]=1.O.[C:16]1(C)C=CC(S(O)(=O)=O)=CC=1. The catalyst is CO. The product is [CH3:16][O:13][C:12]([C:9]1([C:6]2[CH:5]=[CH:4][C:3]([O:2][CH3:1])=[CH:8][CH:7]=2)[CH2:10][CH2:11]1)=[O:14]. The yield is 0.990.